Dataset: Forward reaction prediction with 1.9M reactions from USPTO patents (1976-2016). Task: Predict the product of the given reaction. (1) Given the reactants [CH:1]1([CH2:4][O:5][C:6]2[N:11]=[C:10]([C:12]([OH:14])=O)[CH:9]=[CH:8][C:7]=2[N:15]2[CH2:19][CH2:18][CH2:17][CH2:16]2)[CH2:3][CH2:2]1.[CH3:20][C:21]([CH3:29])([C:23]1[N:27]=[C:26]([CH3:28])[O:25][N:24]=1)[NH2:22], predict the reaction product. The product is: [CH3:20][C:21]([NH:22][C:12]([C:10]1[CH:9]=[CH:8][C:7]([N:15]2[CH2:19][CH2:18][CH2:17][CH2:16]2)=[C:6]([O:5][CH2:4][CH:1]2[CH2:2][CH2:3]2)[N:11]=1)=[O:14])([C:23]1[N:27]=[C:26]([CH3:28])[O:25][N:24]=1)[CH3:29]. (2) Given the reactants [C:1]([C:3]1[CH:4]=[N:5][N:6]2[CH:11]=[C:10]([C:12]3[CH:13]=[N:14][N:15]([CH3:17])[CH:16]=3)[CH:9]=[C:8]([O:18][CH3:19])[C:7]=12)#[CH:2].I[C:21]1[CH:22]=[N:23][N:24]([C:27]2[CH:32]=[CH:31][CH:30]=[CH:29][CH:28]=2)[C:25]=1[CH3:26].[F-].C([N+](CCCC)(CCCC)CCCC)CCC, predict the reaction product. The product is: [CH3:19][O:18][C:8]1[C:7]2[N:6]([N:5]=[CH:4][C:3]=2[C:1]#[C:2][C:21]2[CH:22]=[N:23][N:24]([C:27]3[CH:28]=[CH:29][CH:30]=[CH:31][CH:32]=3)[C:25]=2[CH3:26])[CH:11]=[C:10]([C:12]2[CH:13]=[N:14][N:15]([CH3:17])[CH:16]=2)[CH:9]=1. (3) Given the reactants [C:1]([O:5][C:6]([NH:8][C@@H:9]([C:18]([OH:20])=O)[CH2:10][C:11]1[CH:16]=[CH:15][C:14]([F:17])=[CH:13][CH:12]=1)=[O:7])([CH3:4])([CH3:3])[CH3:2].CCN(C(C)C)C(C)C.Cl.[CH3:31][O:32][C:33]1[CH:34]=[C:35]([C:41]2[C@@H:50]3[C@@H:45]([CH2:46][CH2:47][CH2:48][CH2:49]3)[C:44](=[O:51])[N:43]([CH:52]3[CH2:57][CH2:56][NH:55][CH2:54][CH2:53]3)[N:42]=2)[CH:36]=[CH:37][C:38]=1[O:39][CH3:40].CCOC(C(C#N)=NOC(N1CCOCC1)=[N+](C)C)=O.F[P-](F)(F)(F)(F)F.C(=O)(O)[O-].[Na+], predict the reaction product. The product is: [CH3:31][O:32][C:33]1[CH:34]=[C:35]([C:41]2[C@@H:50]3[C@@H:45]([CH2:46][CH2:47][CH2:48][CH2:49]3)[C:44](=[O:51])[N:43]([CH:52]3[CH2:53][CH2:54][N:55]([C:18](=[O:20])[C@H:9]([NH:8][C:6](=[O:7])[O:5][C:1]([CH3:2])([CH3:3])[CH3:4])[CH2:10][C:11]4[CH:12]=[CH:13][C:14]([F:17])=[CH:15][CH:16]=4)[CH2:56][CH2:57]3)[N:42]=2)[CH:36]=[CH:37][C:38]=1[O:39][CH3:40].